The task is: Predict the reactants needed to synthesize the given product.. This data is from Full USPTO retrosynthesis dataset with 1.9M reactions from patents (1976-2016). (1) Given the product [CH3:23][C:24]1[CH:31]=[CH:30][C:27]([CH2:28][NH:29][C:19]([C:17]2[S:16][C:11]3[N:10]([C:9](=[O:22])[N:8]([CH2:1][C:2]4[CH:3]=[CH:4][CH:5]=[CH:6][CH:7]=4)[C:13](=[O:14])[C:12]=3[CH3:15])[CH:18]=2)=[O:20])=[CH:26][CH:25]=1, predict the reactants needed to synthesize it. The reactants are: [CH2:1]([N:8]1[C:13](=[O:14])[C:12]([CH3:15])=[C:11]2[S:16][C:17]([C:19](O)=[O:20])=[CH:18][N:10]2[C:9]1=[O:22])[C:2]1[CH:7]=[CH:6][CH:5]=[CH:4][CH:3]=1.[CH3:23][C:24]1[CH:31]=[CH:30][C:27]([CH2:28][NH2:29])=[CH:26][CH:25]=1.O.ON1C2C=CC=CC=2N=N1.Cl.CN(C)CCCN=C=NCC. (2) Given the product [CH3:1][N:2]([CH3:16])[C:3]1[CH:4]=[CH:5][C:6]([N:9]=[N:10][C:11]2[S:12][CH:13]=[CH:14][N+:15]=2[CH2:20][CH2:19][CH2:18][CH2:17][S:22]([O-:24])(=[O:23])=[O:21])=[CH:7][CH:8]=1, predict the reactants needed to synthesize it. The reactants are: [CH3:1][N:2]([CH3:16])[C:3]1[CH:8]=[CH:7][C:6]([N:9]=[N:10][C:11]2[S:12][CH:13]=[CH:14][N:15]=2)=[CH:5][CH:4]=1.[CH2:17]1[S:22](=[O:24])(=[O:23])[O:21][CH2:20][CH2:19][CH2:18]1.